From a dataset of Forward reaction prediction with 1.9M reactions from USPTO patents (1976-2016). Predict the product of the given reaction. (1) Given the reactants [N:1]1([CH2:6][C:7]2[CH:12]=[CH:11][C:10]([C:13]3[CH:17]=[C:16]([CH2:18][CH:19]([CH3:21])[CH3:20])[S:15][C:14]=3[S:22]([NH2:25])(=[O:24])=[O:23])=[CH:9][CH:8]=2)[CH:5]=[CH:4][N:3]=[CH:2]1.N1(C2C=CC=CN=2)CCCC1.Cl[C:38]([O:40][CH2:41][CH:42]([CH3:44])[CH3:43])=[O:39], predict the reaction product. The product is: [CH2:41]([O:40][C:38]([NH:25][S:22]([C:14]1[S:15][C:16]([CH2:18][CH:19]([CH3:21])[CH3:20])=[CH:17][C:13]=1[C:10]1[CH:11]=[CH:12][C:7]([CH2:6][N:1]2[CH:5]=[CH:4][N:3]=[CH:2]2)=[CH:8][CH:9]=1)(=[O:24])=[O:23])=[O:39])[CH:42]([CH3:44])[CH3:43]. (2) Given the reactants C(OC([N:11]1[CH2:16][CH2:15][C:14]([NH:20][CH2:21][C:22]2[CH:31]=[CH:30][C:25]3[O:26][CH2:27][CH2:28][O:29][C:24]=3[CH:23]=2)([CH2:17][CH2:18][OH:19])[CH2:13][CH2:12]1)=O)C1C=CC=CC=1, predict the reaction product. The product is: [O:26]1[C:25]2[CH:30]=[CH:31][C:22]([CH2:21][NH:20][C:14]3([CH2:17][CH2:18][OH:19])[CH2:15][CH2:16][NH:11][CH2:12][CH2:13]3)=[CH:23][C:24]=2[O:29][CH2:28][CH2:27]1. (3) Given the reactants [Cl:1][C:2]1[CH:3]=[C:4]([OH:12])[CH:5]=[C:6]([S:8]([CH3:11])(=[O:10])=[O:9])[CH:7]=1.[Br:13][CH2:14][CH2:15]Br.C(=O)([O-])[O-].[K+].[K+], predict the reaction product. The product is: [Br:13][CH2:14][CH2:15][O:12][C:4]1[CH:5]=[C:6]([S:8]([CH3:11])(=[O:9])=[O:10])[CH:7]=[C:2]([Cl:1])[CH:3]=1. (4) The product is: [Br:1][C:2]1[CH:3]=[CH:4][C:5]([N:8]([C:33]2[CH:38]=[CH:37][CH:36]=[CH:35][CH:34]=2)[CH:9]2[CH2:14][CH2:13][N:12]([C:15]3([CH3:31])[CH2:16][CH2:17][N:18]([C:21]([C:23]4[C:28]([CH3:29])=[CH:27][CH:26]=[CH:25][C:24]=4[CH3:30])=[O:22])[CH2:19][CH2:20]3)[CH2:11][CH2:10]2)=[CH:6][CH:7]=1. Given the reactants [Br:1][C:2]1[CH:7]=[CH:6][C:5]([NH:8][CH:9]2[CH2:14][CH2:13][N:12]([C:15]3([CH3:31])[CH2:20][CH2:19][N:18]([C:21]([C:23]4[C:28]([CH3:29])=[CH:27][CH:26]=[CH:25][C:24]=4[CH3:30])=[O:22])[CH2:17][CH2:16]3)[CH2:11][CH2:10]2)=[CH:4][CH:3]=1.I[C:33]1[CH:38]=[CH:37][CH:36]=[CH:35][CH:34]=1.C1C=CC(P(C2C(C3C(P(C4C=CC=CC=4)C4C=CC=CC=4)=CC=C4C=3C=CC=C4)=C3C(C=CC=C3)=CC=2)C2C=CC=CC=2)=CC=1.CC([O-])(C)C.[K+], predict the reaction product. (5) Given the reactants [CH3:1][O:2][C:3]1[C:4]([NH:15][C:16](=[O:20])OCC)=[N:5][C:6]2[C:11]([N:12]=1)=[CH:10][C:9]([O:13][CH3:14])=[CH:8][CH:7]=2.[N:21]1[CH:26]=[CH:25][CH:24]=[N:23][C:22]=1[N:27]1[CH2:32][CH2:31][NH:30][CH2:29][CH2:28]1, predict the reaction product. The product is: [CH3:1][O:2][C:3]1[C:4]([NH:15][C:16]([N:30]2[CH2:31][CH2:32][N:27]([C:22]3[N:21]=[CH:26][CH:25]=[CH:24][N:23]=3)[CH2:28][CH2:29]2)=[O:20])=[N:5][C:6]2[C:11]([N:12]=1)=[CH:10][C:9]([O:13][CH3:14])=[CH:8][CH:7]=2. (6) Given the reactants BrC1C=CC2OC3C(=O)NC(C4CCNCC4)=NC=3C=2C=1.BrC1C=CC2OC3C(=O)NC(C4CCN(C(OC(C)(C)C)=O)CC4)=NC=3C=2C=1.[Br:50][C:51]1[CH:52]=[CH:53][C:54]2[O:63][C:62]3[C:61](=[O:64])[NH:60][C:59]([CH:65]4[CH2:70][CH2:69][CH:68]([NH:71]C(=O)OC(C)(C)C)[CH2:67][CH2:66]4)=[N:58][C:57]=3[C:55]=2[CH:56]=1, predict the reaction product. The product is: [NH2:71][CH:68]1[CH2:69][CH2:70][CH:65]([C:59]2[NH:60][C:61](=[O:64])[C:62]3[O:63][C:54]4[CH:53]=[CH:52][C:51]([Br:50])=[CH:56][C:55]=4[C:57]=3[N:58]=2)[CH2:66][CH2:67]1. (7) Given the reactants Cl.[NH2:2][CH2:3][CH2:4][C:5]([NH:7][C:8]1[CH:12]=[C:11]([CH3:13])[O:10][N:9]=1)=[O:6].C(N(CC)CC)C.[CH3:21][C:22]1[N:23]=[C:24]([NH:38][C:39](N2C=CN=C2)=[O:40])[S:25][C:26]=1[C:27]1[CH:32]=[CH:31][C:30]([N:33]2[CH:37]=[CH:36][CH:35]=[N:34]2)=[CH:29][CH:28]=1.O, predict the reaction product. The product is: [CH3:13][C:11]1[O:10][N:9]=[C:8]([NH:7][C:5](=[O:6])[CH2:4][CH2:3][NH:2][C:39]([NH:38][C:24]2[S:25][C:26]([C:27]3[CH:28]=[CH:29][C:30]([N:33]4[CH:37]=[CH:36][CH:35]=[N:34]4)=[CH:31][CH:32]=3)=[C:22]([CH3:21])[N:23]=2)=[O:40])[CH:12]=1.